Task: Regression. Given two drug SMILES strings and cell line genomic features, predict the synergy score measuring deviation from expected non-interaction effect.. Dataset: NCI-60 drug combinations with 297,098 pairs across 59 cell lines (1) Drug 1: C1=CC=C(C(=C1)C(C2=CC=C(C=C2)Cl)C(Cl)Cl)Cl. Drug 2: C1CNP(=O)(OC1)N(CCCl)CCCl. Cell line: UO-31. Synergy scores: CSS=2.42, Synergy_ZIP=0.642, Synergy_Bliss=1.15, Synergy_Loewe=1.94, Synergy_HSA=1.38. (2) Drug 1: C1CCN(CC1)CCOC2=CC=C(C=C2)C(=O)C3=C(SC4=C3C=CC(=C4)O)C5=CC=C(C=C5)O. Drug 2: CN1C2=C(C=C(C=C2)N(CCCl)CCCl)N=C1CCCC(=O)O.Cl. Cell line: KM12. Synergy scores: CSS=4.35, Synergy_ZIP=2.94, Synergy_Bliss=6.34, Synergy_Loewe=0.469, Synergy_HSA=0.606.